This data is from Forward reaction prediction with 1.9M reactions from USPTO patents (1976-2016). The task is: Predict the product of the given reaction. (1) Given the reactants [Cl:1][C:2]1[CH:7]=[C:6]([N:8]=[C:9]=S)[CH:5]=[CH:4][C:3]=1[CH3:11].Br[C:13]1[S:17][C:16]([NH:18][NH2:19])=[N:15][C:14]=1[C:20]1[CH:25]=[C:24]([Cl:26])[CH:23]=[CH:22][C:21]=1[Cl:27].C1CCC(N=C=NC2CCCCC2)CC1, predict the reaction product. The product is: [Cl:1][C:2]1[CH:7]=[C:6]([NH:8][C:9]2[N:15]3[C:14]([C:20]4[CH:25]=[C:24]([Cl:26])[CH:23]=[CH:22][C:21]=4[Cl:27])=[CH:13][S:17][C:16]3=[N:18][N:19]=2)[CH:5]=[CH:4][C:3]=1[CH3:11]. (2) Given the reactants C[O:2][C:3]([C:5]1[CH:10]=[C:9]([Br:11])[C:8](=[O:12])[N:7]([CH2:13][CH:14]2[CH2:19][CH2:18][CH2:17][CH2:16][CH2:15]2)[C:6]=1[CH2:20][N:21]([CH2:32][C:33]([O:35][CH3:36])=[O:34])S(C1C=CC(C)=CC=1)(=O)=O)=O.C[O-].[Na+].Cl, predict the reaction product. The product is: [CH3:36][O:35][C:33]([C:32]1[C:3]([OH:2])=[C:5]2[C:6](=[CH:20][N:21]=1)[N:7]([CH2:13][CH:14]1[CH2:19][CH2:18][CH2:17][CH2:16][CH2:15]1)[C:8](=[O:12])[C:9]([Br:11])=[CH:10]2)=[O:34]. (3) Given the reactants CO[N:3]=[CH:4][C:5]1[CH:10]=[CH:9][C:8]([N+:11]([O-])=O)=[C:7]([O:14][Si:15]([CH:22]([CH3:24])[CH3:23])([CH:19]([CH3:21])[CH3:20])[CH:16]([CH3:18])[CH3:17])[CH:6]=1.C(=O)=O.C(O)=O.[H][H], predict the reaction product. The product is: [NH2:3][CH2:4][C:5]1[CH:10]=[CH:9][C:8]([NH2:11])=[C:7]([O:14][Si:15]([CH:19]([CH3:21])[CH3:20])([CH:22]([CH3:24])[CH3:23])[CH:16]([CH3:17])[CH3:18])[CH:6]=1. (4) Given the reactants [Cl:1][C:2]1[CH:7]=[CH:6][C:5]([CH2:8]Cl)=[C:4]([O:10][CH3:11])[CH:3]=1.[N-:12]=[N+:13]=[N-:14].[Na+].O, predict the reaction product. The product is: [N:12]([CH2:8][C:5]1[CH:6]=[CH:7][C:2]([Cl:1])=[CH:3][C:4]=1[O:10][CH3:11])=[N+:13]=[N-:14]. (5) Given the reactants [N:1]1[N:5]2[C:6]3[CH2:13][CH2:12][N:11]([C:14]4[CH:15]=[C:16]([CH:18]=[CH:19][CH:20]=4)[NH2:17])[CH2:10][C:7]=3[CH:8]=[N:9][C:4]2=[CH:3][CH:2]=1.C(N(CC)C(C)C)(C)C.[C:30]1([CH3:39])[CH:35]=[CH:34][CH:33]=[C:32]([N:36]=[C:37]=[O:38])[CH:31]=1, predict the reaction product. The product is: [N:1]1[N:5]2[C:6]3[CH2:13][CH2:12][N:11]([C:14]4[CH:15]=[C:16]([NH:17][C:37]([NH:36][C:32]5[CH:33]=[CH:34][CH:35]=[C:30]([CH3:39])[CH:31]=5)=[O:38])[CH:18]=[CH:19][CH:20]=4)[CH2:10][C:7]=3[CH:8]=[N:9][C:4]2=[CH:3][CH:2]=1. (6) Given the reactants Br[C:2]1[CH:35]=[CH:34][C:5]([CH2:6][C:7]2[N:8]([C:20]3[CH:21]=[C:22]([N:26]4[S:30](=[O:32])(=[O:31])[NH:29][C:28](=[O:33])[CH2:27]4)[CH:23]=[CH:24][CH:25]=3)[CH:9]=[C:10]([C:12]3[CH:17]=[CH:16][C:15]([F:18])=[CH:14][C:13]=3[F:19])[N:11]=2)=[CH:4][CH:3]=1.[CH3:36][C:37]([CH3:51])([CH3:50])[CH2:38][CH2:39][S:40][C:41]1[CH:42]=[C:43](B(O)O)[CH:44]=[CH:45][CH:46]=1, predict the reaction product. The product is: [F:19][C:13]1[CH:14]=[C:15]([F:18])[CH:16]=[CH:17][C:12]=1[C:10]1[N:11]=[C:7]([CH2:6][C:5]2[CH:4]=[CH:3][C:2]([C:45]3[CH:44]=[CH:43][CH:42]=[C:41]([S:40][CH2:39][CH2:38][C:37]([CH3:51])([CH3:50])[CH3:36])[CH:46]=3)=[CH:35][CH:34]=2)[N:8]([C:20]2[CH:21]=[C:22]([N:26]3[S:30](=[O:31])(=[O:32])[NH:29][C:28](=[O:33])[CH2:27]3)[CH:23]=[CH:24][CH:25]=2)[CH:9]=1. (7) Given the reactants CCN(C(C)C)C(C)C.[C:10]([O:14][C:15]([NH:17][C@H:18]1[CH2:24][CH2:23][S:22][C@H:21]2[CH2:25][CH2:26][CH2:27][C@@H:28]([C:29](O)=[O:30])[N:20]2[C:19]1=[O:32])=[O:16])([CH3:13])([CH3:12])[CH3:11].[S:33]1[CH:37]=[CH:36][N:35]=[C:34]1[NH2:38].ON1C2N=CC=CC=2N=N1.C(Cl)CCl, predict the reaction product. The product is: [O:32]=[C:19]1[C@@H:18]([NH:17][C:15](=[O:16])[O:14][C:10]([CH3:11])([CH3:12])[CH3:13])[CH2:24][CH2:23][S:22][C@H:21]2[CH2:25][CH2:26][CH2:27][C@@H:28]([C:29](=[O:30])[NH:38][C:34]3[S:33][CH:37]=[CH:36][N:35]=3)[N:20]12. (8) Given the reactants CC(C)([O-])C.[Na+].Br[C:8]1[CH:13]=[CH:12][C:11]([O:14][CH3:15])=[CH:10][C:9]=1[O:16][CH3:17].[NH:18]1[CH2:22][CH2:21][CH2:20][CH2:19]1, predict the reaction product. The product is: [N:18]1([C:8]2[CH:13]=[CH:12][C:11]([O:14][CH3:15])=[CH:10][C:9]=2[O:16][CH3:17])[CH2:22][CH2:21][CH2:20][CH2:19]1. (9) Given the reactants [CH:1]([C:3]1[CH:17]=[CH:16][C:6]([O:7][C:8]([CH3:15])([CH3:14])[C:9]([O:11][CH2:12][CH3:13])=[O:10])=[C:5]([O:18][CH3:19])[CH:4]=1)=O.[NH2:20][C:21]1[CH:26]=[CH:25][CH:24]=[CH:23][C:22]=1[SH:27], predict the reaction product. The product is: [S:27]1[C:22]2[CH:23]=[CH:24][CH:25]=[CH:26][C:21]=2[N:20]=[C:1]1[C:3]1[CH:17]=[CH:16][C:6]([O:7][C:8]([CH3:15])([CH3:14])[C:9]([O:11][CH2:12][CH3:13])=[O:10])=[C:5]([O:18][CH3:19])[CH:4]=1. (10) Given the reactants [CH:1]1([NH:4][C:5]2[CH:11]=[CH:10][C:9]([C:12]3[O:13][C:14]4[CH:20]=[CH:19][CH:18]=[CH:17][C:15]=4[N:16]=3)=[CH:8][C:6]=2[NH2:7])[CH2:3][CH2:2]1.CO[C:23](OC)(OC)[CH3:24], predict the reaction product. The product is: [O:13]1[C:14]2[CH:20]=[CH:19][CH:18]=[CH:17][C:15]=2[N:16]=[C:12]1[C:9]1[CH:10]=[CH:11][C:5]2[N:4]([CH:1]3[CH2:2][CH2:3]3)[C:23]([CH3:24])=[N:7][C:6]=2[CH:8]=1.